From a dataset of Catalyst prediction with 721,799 reactions and 888 catalyst types from USPTO. Predict which catalyst facilitates the given reaction. (1) Reactant: [C:1]([O:5][C:6]([N:8]1[CH2:13][CH2:12][O:11][CH:10]([C:14]([OH:16])=[O:15])[CH2:9]1)=[O:7])([CH3:4])([CH3:3])[CH3:2].S(=O)(=O)(O)O.[CH3:22]O. Product: [N:8]1([C:6]([O:5][C:1]([CH3:4])([CH3:2])[CH3:3])=[O:7])[CH2:13][CH2:12][O:11][CH:10]([C:14]([O:16][CH3:22])=[O:15])[CH2:9]1. The catalyst class is: 74. (2) Reactant: [C:1]1([S:11]([C:14]2[C:22]3[C:17](=[CH:18][CH:19]=[C:20]([O:23][CH2:24][CH2:25]OS(C4C=CC(C)=CC=4)(=O)=O)[CH:21]=3)[NH:16][N:15]=2)(=[O:13])=[O:12])[C:10]2[C:5](=[CH:6][CH:7]=[CH:8][CH:9]=2)[CH:4]=[CH:3][CH:2]=1.[CH2:37]([NH:39][CH3:40])[CH3:38]. Product: [CH2:37]([N:39]([CH3:40])[CH2:25][CH2:24][O:23][C:20]1[CH:21]=[C:22]2[C:17](=[CH:18][CH:19]=1)[NH:16][N:15]=[C:14]2[S:11]([C:1]1[C:10]2[C:5](=[CH:6][CH:7]=[CH:8][CH:9]=2)[CH:4]=[CH:3][CH:2]=1)(=[O:12])=[O:13])[CH3:38]. The catalyst class is: 1. (3) Reactant: Br[C:2]1[CH:7]=[CH:6][C:5]([C:8]2[C:14]3[CH:15]=[C:16]([O:21][CH3:22])[C:17]([O:19][CH3:20])=[CH:18][C:13]=3[CH2:12][CH:11]([CH3:23])[N:10]([C:24]([NH:26][CH3:27])=[O:25])[N:9]=2)=[CH:4][CH:3]=1.[NH:28]1[CH:32]=[N:31][CH:30]=[N:29]1.P([O-])([O-])([O-])=O.[K+].[K+].[K+].CN[C@@H]1CCCC[C@H]1NC. Product: [CH3:20][O:19][C:17]1[C:16]([O:21][CH3:22])=[CH:15][C:14]2[C:8]([C:5]3[CH:4]=[CH:3][C:2]([N:28]4[CH:32]=[N:31][CH:30]=[N:29]4)=[CH:7][CH:6]=3)=[N:9][N:10]([C:24]([NH:26][CH3:27])=[O:25])[CH:11]([CH3:23])[CH2:12][C:13]=2[CH:18]=1. The catalyst class is: 122. (4) Reactant: C(NC(C)C)(C)C.C([Li])CCC.C(=O)=O.CC(C)=O.[C:20]1([S:26]([N:29]2[C:33]3=[N:34][CH:35]=[CH:36][C:37]([C:38]4[CH:39]=[CH:40][C:41]([O:46][CH:47]5[CH2:52][CH2:51][O:50][CH2:49][CH2:48]5)=[C:42]([CH:45]=4)[C:43]#[N:44])=[C:32]3[CH:31]=[CH:30]2)(=[O:28])=[O:27])[CH:25]=[CH:24][CH:23]=[CH:22][CH:21]=1.[I:53]I. Product: [I:53][C:30]1[N:29]([S:26]([C:20]2[CH:21]=[CH:22][CH:23]=[CH:24][CH:25]=2)(=[O:27])=[O:28])[C:33]2=[N:34][CH:35]=[CH:36][C:37]([C:38]3[CH:39]=[CH:40][C:41]([O:46][CH:47]4[CH2:52][CH2:51][O:50][CH2:49][CH2:48]4)=[C:42]([CH:45]=3)[C:43]#[N:44])=[C:32]2[CH:31]=1. The catalyst class is: 1. (5) Reactant: [CH2:1]([O:8][C:9]1[CH:14]=[CH:13][C:12]([CH2:15][CH2:16][C:17]([NH:22]C(=O)C)([CH2:20][OH:21])[CH2:18][OH:19])=[CH:11][CH:10]=1)[C:2]1[CH:7]=[CH:6][CH:5]=[CH:4][CH:3]=1.CO.O.[OH-].[Li+]. Product: [NH2:22][C:17]([CH2:16][CH2:15][C:12]1[CH:13]=[CH:14][C:9]([O:8][CH2:1][C:2]2[CH:7]=[CH:6][CH:5]=[CH:4][CH:3]=2)=[CH:10][CH:11]=1)([CH2:20][OH:21])[CH2:18][OH:19]. The catalyst class is: 7. (6) Reactant: C([O:8][N:9]1[C:21]2[C:20]3[CH:19]=[CH:18][CH:17]=[CH:16][C:15]=3[N:14]=[CH:13][C:12]=2[N:11]=[C:10]1[CH2:22][CH2:23]Cl)C1C=CC=CC=1.B(Br)(Br)Br.C([O-])([O-])=O.[K+].[K+]. Product: [CH:19]1[CH:18]=[CH:17][CH:16]=[C:15]2[C:20]=1[C:21]1[N:9]3[O:8][CH2:23][CH2:22][C:10]3=[N:11][C:12]=1[CH:13]=[N:14]2. The catalyst class is: 4. (7) Reactant: ClC1C=CC(B(O)O)=CC=1.BrC1N=CNC=1.Br[C:18]1[N:19]=[CH:20][N:21]([C:23]2[CH:28]=[CH:27][C:26]([Cl:29])=[CH:25][CH:24]=2)[CH:22]=1.[S:30]1[CH:34]=[CH:33][CH:32]=[C:31]1B(O)O.C1(P(C2CCCCC2)C2C=CC=CC=2C2C(C(C)C)=CC(C(C)C)=CC=2C(C)C)CCCCC1.C([O-])([O-])=O.[Cs+].[Cs+]. Product: [Cl:29][C:26]1[CH:27]=[CH:28][C:23]([N:21]2[CH:22]=[C:18]([C:31]3[S:30][CH:34]=[CH:33][CH:32]=3)[N:19]=[CH:20]2)=[CH:24][CH:25]=1. The catalyst class is: 62. (8) Reactant: C([CH:8]1[CH2:13][CH2:12][CH2:11][NH:10][C:9]1=O)(OC(C)(C)C)=O.[NH2:15][O:16][CH:17]1[CH2:22][CH2:21][N:20]([C:23]([O:25][CH:26]([CH3:28])[CH3:27])=[O:24])[CH2:19][CH2:18]1. Product: [CH:26]([O:25][C:23]([N:20]1[CH2:19][CH2:18][CH:17]([O:16]/[N:15]=[C:8]2\[CH2:9][NH:10][CH2:11][CH2:12][CH2:13]\2)[CH2:22][CH2:21]1)=[O:24])([CH3:28])[CH3:27]. The catalyst class is: 8.